Dataset: Full USPTO retrosynthesis dataset with 1.9M reactions from patents (1976-2016). Task: Predict the reactants needed to synthesize the given product. (1) Given the product [Cl:15][C:16]1[CH:25]=[CH:24][C:19]([C:20]2[S:21][CH:1]([C:3]3[CH:14]=[CH:13][CH:12]=[CH:11][C:4]=3[O:5][CH2:6][C:7]([NH:9][CH3:10])=[O:8])[N:23]([C:38](=[O:39])[C:37]3[C:41]([F:46])=[CH:42][C:43]([F:45])=[CH:44][C:36]=3[F:35])[N:22]=2)=[CH:18][CH:17]=1, predict the reactants needed to synthesize it. The reactants are: [CH:1]([C:3]1[CH:14]=[CH:13][CH:12]=[CH:11][C:4]=1[O:5][CH2:6][C:7]([NH:9][CH3:10])=[O:8])=O.[Cl:15][C:16]1[CH:25]=[CH:24][C:19]([C:20]([NH:22][NH2:23])=[S:21])=[CH:18][CH:17]=1.CCN(C(C)C)C(C)C.[F:35][C:36]1[CH:44]=[C:43]([F:45])[CH:42]=[C:41]([F:46])[C:37]=1[C:38](Cl)=[O:39]. (2) Given the product [CH3:34][C:33]1[CH:32]=[C:31]([CH3:35])[NH:30][C:29](=[O:36])[C:28]=1[CH2:27][NH:26][C:25]([C:4]1[C:5]([CH3:24])=[C:6]([N:8]([CH2:22][CH3:23])[CH:9]2[CH2:10][CH2:11][N:12]([C:15]([O:17][C:18]([CH3:20])([CH3:21])[CH3:19])=[O:16])[CH2:13][CH2:14]2)[CH:7]=[C:2]([C:7]2[CH:6]=[CH:5][C:4]([CH2:25][N:26]3[CH2:52][CH2:51][O:50][CH2:49][CH2:48]3)=[CH:3][CH:2]=2)[CH:3]=1)=[O:37], predict the reactants needed to synthesize it. The reactants are: Br[C:2]1[CH:3]=[C:4]([C:25](=[O:37])[NH:26][CH2:27][C:28]2[C:29](=[O:36])[NH:30][C:31]([CH3:35])=[CH:32][C:33]=2[CH3:34])[C:5]([CH3:24])=[C:6]([N:8]([CH2:22][CH3:23])[CH:9]2[CH2:14][CH2:13][N:12]([C:15]([O:17][C:18]([CH3:21])([CH3:20])[CH3:19])=[O:16])[CH2:11][CH2:10]2)[CH:7]=1.B(O)O.C([O-])([O-])=O.[Na+].[Na+].O1[CH2:52][CH2:51][O:50][CH2:49][CH2:48]1.O. (3) Given the product [F:1][C:2]1[CH:7]=[CH:6][C:5]([F:8])=[CH:4][C:3]=1[NH:9][C:10]1[N:15]2[N:16]=[CH:17][C:18]([S:19]([NH:22][C:38](=[O:41])[CH2:39][CH3:40])(=[O:21])=[O:20])=[C:14]2[N:13]=[CH:12][C:11]=1[C:23]([N:25]1[CH2:30][CH2:29][CH:28]([C:31]2[CH:32]=[CH:33][C:34]([F:37])=[CH:35][CH:36]=2)[CH2:27][CH2:26]1)=[O:24], predict the reactants needed to synthesize it. The reactants are: [F:1][C:2]1[CH:7]=[CH:6][C:5]([F:8])=[CH:4][C:3]=1[NH:9][C:10]1[N:15]2[N:16]=[CH:17][C:18]([S:19]([NH2:22])(=[O:21])=[O:20])=[C:14]2[N:13]=[CH:12][C:11]=1[C:23]([N:25]1[CH2:30][CH2:29][CH:28]([C:31]2[CH:36]=[CH:35][C:34]([F:37])=[CH:33][CH:32]=2)[CH2:27][CH2:26]1)=[O:24].[C:38](O)(=[O:41])[CH2:39][CH3:40]. (4) Given the product [CH3:1][C:2]1[CH:3]=[C:4]([C:7]2[C:8]([C:26]3[CH:27]=[CH:28][CH:29]=[CH:30][CH:31]=3)=[C:9]([C:13]([C:15]([C:17]3[CH:22]=[CH:21][C:20]([N:23]([CH3:25])[CH3:24])=[CH:19][CH:18]=3)=[O:16])=[O:14])[CH:10]=[CH:11][CH:12]=2)[S:5][CH:6]=1, predict the reactants needed to synthesize it. The reactants are: [CH3:1][C:2]1[CH:3]=[C:4]([C:7]2[C:8]([C:26]3[CH:31]=[CH:30][CH:29]=[CH:28][CH:27]=3)=[C:9]([C:13]([CH:15]([C:17]3[CH:22]=[CH:21][C:20]([N:23]([CH3:25])[CH3:24])=[CH:19][CH:18]=3)[OH:16])=[O:14])[CH:10]=[CH:11][CH:12]=2)[S:5][CH:6]=1.[Bi]=O. (5) Given the product [Cl:36][C:33]1[CH:32]=[CH:31][C:30]([NH:29][C:28]([N:27]=[S:25]([C:22]2[CH:21]=[CH:20][C:19]([NH:18][C:2]3[N:7]=[C:6]([NH:8][C@H:9]([CH3:12])[CH2:10][OH:11])[C:5]([C:13]4[S:14][CH:15]=[CH:16][CH:17]=4)=[CH:4][N:3]=3)=[CH:24][CH:23]=2)([CH3:38])=[O:26])=[O:37])=[CH:35][CH:34]=1, predict the reactants needed to synthesize it. The reactants are: Cl[C:2]1[N:7]=[C:6]([NH:8][C@H:9]([CH3:12])[CH2:10][OH:11])[C:5]([C:13]2[S:14][CH:15]=[CH:16][CH:17]=2)=[CH:4][N:3]=1.[NH2:18][C:19]1[CH:24]=[CH:23][C:22]([S:25]([CH3:38])(=[N:27][C:28](=[O:37])[NH:29][C:30]2[CH:35]=[CH:34][C:33]([Cl:36])=[CH:32][CH:31]=2)=[O:26])=[CH:21][CH:20]=1. (6) Given the product [CH3:22][CH:23]1[CH2:28][CH2:27][N:26]([C:29]([C:31]2[CH:39]=[CH:38][C:37]3[N:36]([S:40]([CH2:43][CH2:44][CH3:45])(=[O:41])=[O:42])[C:35]4[CH2:46][CH2:47][N:48]([CH:53]5[CH2:54][CH2:55][O:50][CH2:51][CH2:52]5)[CH2:49][C:34]=4[C:33]=3[CH:32]=2)=[O:30])[CH2:25][CH2:24]1.[C:16]([OH:17])([C:18]([F:21])([F:20])[F:19])=[O:15], predict the reactants needed to synthesize it. The reactants are: [BH-](OC(C)=O)(OC(C)=O)OC(C)=O.[Na+].[OH:15][C:16]([C:18]([F:21])([F:20])[F:19])=[O:17].[CH3:22][CH:23]1[CH2:28][CH2:27][N:26]([C:29]([C:31]2[CH:39]=[CH:38][C:37]3[N:36]([S:40]([CH2:43][CH2:44][CH3:45])(=[O:42])=[O:41])[C:35]4[CH2:46][CH2:47][NH:48][CH2:49][C:34]=4[C:33]=3[CH:32]=2)=[O:30])[CH2:25][CH2:24]1.[O:50]1[CH2:55][CH2:54][C:53](=O)[CH2:52][CH2:51]1.[OH-].[Na+].